From a dataset of Reaction yield outcomes from USPTO patents with 853,638 reactions. Predict the reaction yield, written as a fraction of the theoretical maximum amount of product (1.0 means a 100% yield; for example, 0.34 means a 34% yield). (1) The reactants are [CH3:1][C:2]1[N:7]=[C:6]([C:8]2[CH:13]=[CH:12][N:11]=[C:10]([C:14]3[CH:19]=[CH:18][CH:17]=[C:16]([N+:20]([O-])=O)[CH:15]=3)[CH:9]=2)[CH:5]=[C:4]([C:23]2[CH:28]=[CH:27][C:26]([C:29]([F:32])([F:31])[F:30])=[CH:25][CH:24]=2)[CH:3]=1.[H][H]. The catalyst is C1COCC1.CO.[Pd]. The product is [CH3:1][C:2]1[N:7]=[C:6]([C:8]2[CH:13]=[CH:12][N:11]=[C:10]([C:14]3[CH:15]=[C:16]([NH2:20])[CH:17]=[CH:18][CH:19]=3)[CH:9]=2)[CH:5]=[C:4]([C:23]2[CH:28]=[CH:27][C:26]([C:29]([F:31])([F:30])[F:32])=[CH:25][CH:24]=2)[CH:3]=1. The yield is 0.970. (2) No catalyst specified. The product is [ClH:35].[CH3:1][O:2][C:3]1[CH:4]=[C:5]2[C:10](=[CH:11][C:12]=1[O:13][CH2:14][CH2:15][CH2:16][N:17]1[CH2:18][CH2:19][O:20][CH2:21][CH2:22]1)[N:9]=[CH:8][CH:7]=[C:6]2[O:23][C:24]1[CH:29]=[C:28]([CH3:30])[C:27]([CH3:31])=[CH:26][C:25]=1[C:32](=[O:34])[CH3:33]. The yield is 1.00. The reactants are [CH3:1][O:2][C:3]1[CH:4]=[C:5]2[C:10](=[CH:11][C:12]=1[O:13][CH2:14][CH2:15][CH2:16][N:17]1[CH2:22][CH2:21][O:20][CH2:19][CH2:18]1)[N:9]=[CH:8][CH:7]=[C:6]2[O:23][C:24]1[CH:29]=[C:28]([CH3:30])[C:27]([CH3:31])=[CH:26][C:25]=1[C:32](=[O:34])[CH3:33].[ClH:35].CO. (3) The reactants are Cl[CH2:2][C:3]1[CH:8]=[CH:7][C:6]([C:9]2[C:10]([NH:15][S:16]([C:19]3[CH:24]=[CH:23][CH:22]=[CH:21][C:20]=3[C:25]([F:28])([F:27])[F:26])(=[O:18])=[O:17])=[N:11][CH:12]=[CH:13][N:14]=2)=[CH:5][CH:4]=1.[Cl:29][C:30]1[CH:31]=[C:32]([CH:35]=[CH:36][C:37]=1[Cl:38])[NH:33][CH3:34]. No catalyst specified. The product is [Cl:29][C:30]1[CH:31]=[C:32]([N:33]([CH2:2][C:3]2[CH:8]=[CH:7][C:6]([C:9]3[C:10]([NH:15][S:16]([C:19]4[CH:24]=[CH:23][CH:22]=[CH:21][C:20]=4[C:25]([F:27])([F:26])[F:28])(=[O:17])=[O:18])=[N:11][CH:12]=[CH:13][N:14]=3)=[CH:5][CH:4]=2)[CH3:34])[CH:35]=[CH:36][C:37]=1[Cl:38]. The yield is 0.630. (4) The reactants are CCN=C=NCCCN(C)C.Cl.[C:13]([NH:16][C:17]1[CH:22]=[C:21]([Cl:23])[C:20]([F:24])=[CH:19][C:18]=1/[CH:25]=[CH:26]/[C:27]([OH:29])=O)(=[O:15])[CH3:14].[F:30][C:31]1[CH:47]=[CH:46][C:34]([CH2:35][N:36]2[CH2:43][CH:42]3[NH:44][CH:38]([CH2:39]N(C)[CH2:41]3)[CH2:37]2)=[CH:33][CH:32]=1. The catalyst is CN(C=O)C. The product is [Cl:23][C:21]1[C:20]([F:24])=[CH:19][C:18](/[CH:25]=[CH:26]/[C:27]([N:44]2[CH:38]3[CH2:39][CH2:41][CH:42]2[CH2:43][N:36]([CH2:35][C:34]2[CH:33]=[CH:32][C:31]([F:30])=[CH:47][CH:46]=2)[CH2:37]3)=[O:29])=[C:17]([NH:16][C:13](=[O:15])[CH3:14])[CH:22]=1. The yield is 0.100. (5) The reactants are [CH3:1][N:2]1[C:6]([C:7]2[CH:12]=[CH:11][N:10]=[CH:9][CH:8]=2)=[C:5]([CH:13]=[O:14])[C:4](=[O:15])[N:3]1[C:16]1[CH:21]=[CH:20][CH:19]=[CH:18][CH:17]=1.CC(=CC)C.Cl([O-])=[O:28].[Na+].OP([O-])(O)=O.[K+]. The catalyst is CC(O)(C)C.O. The product is [CH3:1][N:2]1[C:6]([C:7]2[CH:8]=[CH:9][N:10]=[CH:11][CH:12]=2)=[C:5]([C:13]([OH:28])=[O:14])[C:4](=[O:15])[N:3]1[C:16]1[CH:21]=[CH:20][CH:19]=[CH:18][CH:17]=1. The yield is 0.520. (6) The reactants are O[CH:2]=[C:3]1[C:11]2[C:6](=[CH:7][C:8]([C:12]([C:14]3[CH:15]=[C:16]([NH:20][C:21]([C:23]4[N:24]([CH3:28])[N:25]=[CH:26][CH:27]=4)=[O:22])[CH:17]=[CH:18][CH:19]=3)=[O:13])=[CH:9][CH:10]=2)[NH:5][C:4]1=[O:29].[CH3:30][N:31]1[CH2:36][CH2:35][N:34]([C:37]2[CH:42]=[CH:41][C:40]([NH2:43])=[CH:39][CH:38]=2)[CH2:33][CH2:32]1. The catalyst is C1COCC1. The yield is 0.320. The product is [CH3:30][N:31]1[CH2:32][CH2:33][N:34]([C:37]2[CH:42]=[CH:41][C:40]([NH:43][CH:2]=[C:3]3[C:11]4[C:6](=[CH:7][C:8]([C:12]([C:14]5[CH:15]=[C:16]([NH:20][C:21]([C:23]6[N:24]([CH3:28])[N:25]=[CH:26][CH:27]=6)=[O:22])[CH:17]=[CH:18][CH:19]=5)=[O:13])=[CH:9][CH:10]=4)[NH:5][C:4]3=[O:29])=[CH:39][CH:38]=2)[CH2:35][CH2:36]1. (7) The reactants are [I:1][C:2]1[CH:3]=[C:4]([CH:7]=[C:8]([I:11])[C:9]=1[OH:10])[CH:5]=[O:6].[H-].[Na+].[CH2:14](Cl)[O:15][CH2:16][CH2:17][O:18][CH3:19]. The catalyst is C1COCC1. The product is [I:1][C:2]1[CH:3]=[C:4]([CH:7]=[C:8]([I:11])[C:9]=1[O:10][CH2:14][O:15][CH2:16][CH2:17][O:18][CH3:19])[CH:5]=[O:6]. The yield is 0.690. (8) The reactants are C1(C)C=CC(S([O-])(=O)=O)=CC=1.[NH+]1C=CC=CC=1.[O:18]1CCO[CH:19]1[CH:23]1[CH2:28][CH2:27][N:26]([C:29](=[O:56])[CH2:30][CH2:31][C:32]2[CH:37]=[CH:36][C:35]([C:38]([N:40]3[CH2:49][C:48]4[CH:47]=[N:46][N:45]([CH3:50])[C:44]=4[NH:43][C:42]4[CH:51]=[CH:52][CH:53]=[CH:54][C:41]3=4)=[O:39])=[CH:34][C:33]=2[CH3:55])[CH2:25][CH2:24]1. The catalyst is CC(C)=O.O. The product is [CH3:55][C:33]1[CH:34]=[C:35]([C:38]([N:40]2[CH2:49][C:48]3[CH:47]=[N:46][N:45]([CH3:50])[C:44]=3[NH:43][C:42]3[CH:51]=[CH:52][CH:53]=[CH:54][C:41]2=3)=[O:39])[CH:36]=[CH:37][C:32]=1[CH2:31][CH2:30][C:29]([N:26]1[CH2:25][CH2:24][CH:23]([CH:19]=[O:18])[CH2:28][CH2:27]1)=[O:56]. The yield is 0.800.